This data is from Forward reaction prediction with 1.9M reactions from USPTO patents (1976-2016). The task is: Predict the product of the given reaction. (1) The product is: [NH2:19][C:10]1[C:9]2[N:8]=[C:7]([CH2:20][CH2:21][CH2:22][CH2:23][CH3:24])[N:6]([CH2:5][CH2:4][CH2:3][CH2:2][NH:1][C:32]([NH:31][C:25]3[CH:30]=[CH:29][CH:28]=[CH:27][CH:26]=3)=[O:33])[C:18]=2[C:17]2[CH:16]=[CH:15][CH:14]=[CH:13][C:12]=2[N:11]=1. Given the reactants [NH2:1][CH2:2][CH2:3][CH2:4][CH2:5][N:6]1[C:18]2[C:17]3[CH:16]=[CH:15][CH:14]=[CH:13][C:12]=3[N:11]=[C:10]([NH2:19])[C:9]=2[N:8]=[C:7]1[CH2:20][CH2:21][CH2:22][CH2:23][CH3:24].[C:25]1([N:31]=[C:32]=[O:33])[CH:30]=[CH:29][CH:28]=[CH:27][CH:26]=1, predict the reaction product. (2) Given the reactants [NH2:1][CH2:2][C:3]1[C:12]2[C:7](=[CH:8][CH:9]=[CH:10][CH:11]=2)[C:6](=[O:13])[N:5]([NH:14][C:15](=[O:24])[CH2:16][C:17]2[CH:22]=[CH:21][C:20]([Cl:23])=[CH:19][CH:18]=2)[N:4]=1.[CH3:25][S:26](Cl)(=[O:28])=[O:27], predict the reaction product. The product is: [Cl:23][C:20]1[CH:19]=[CH:18][C:17]([CH2:16][C:15]([NH:14][N:5]2[N:4]=[C:3]([CH2:2][NH:1][S:26]([CH3:25])(=[O:28])=[O:27])[C:12]3[C:7](=[CH:8][CH:9]=[CH:10][CH:11]=3)[C:6]2=[O:13])=[O:24])=[CH:22][CH:21]=1. (3) Given the reactants [I:1][C:2]1[CH:7]=[CH:6][C:5]([O:8][CH3:9])=[CH:4][C:3]=1[S:10][C:11]1[N:12](CC2C=CC(OC)=CC=2)[C:13]2[CH:18]=[CH:17][N:16]=[C:15]([NH2:19])[C:14]=2[N:20]=1.C(O)(C(F)(F)F)=O.FC1C=CC(I)=C(SC2NC3C=CN=C(N)C=3N=2)C=1, predict the reaction product. The product is: [I:1][C:2]1[CH:7]=[CH:6][C:5]([O:8][CH3:9])=[CH:4][C:3]=1[S:10][C:11]1[NH:12][C:13]2[CH:18]=[CH:17][N:16]=[C:15]([NH2:19])[C:14]=2[N:20]=1. (4) Given the reactants N1(CCO[C:9]2[CH:14]=[CH:13][C:12]([NH:15][C:16]3[S:17][C:18]([C:21]4[CH:26]=[CH:25][C:24]([OH:27])=[CH:23][CH:22]=4)=[CH:19][N:20]=3)=[CH:11][CH:10]=2)CCCC1.COC1C=CC(C2SC(NC3C=CC=CC=3)=NC=2)=CC=1.B(Br)(Br)Br, predict the reaction product. The product is: [C:12]1([NH:15][C:16]2[S:17][C:18]([C:21]3[CH:22]=[CH:23][C:24]([OH:27])=[CH:25][CH:26]=3)=[CH:19][N:20]=2)[CH:11]=[CH:10][CH:9]=[CH:14][CH:13]=1. (5) Given the reactants [C:1]([O:5][C:6]([N:8]1[CH2:13][CH2:12][N:11]([C:14]2[CH:15]=[CH:16][CH:17]=[C:18]3[C:23]=2[NH:22][C:21](=[O:24])[CH2:20][CH2:19]3)[CH2:10][CH2:9]1)=[O:7])([CH3:4])([CH3:3])[CH3:2].[CH3:25]C(C)([O-])C.[K+].CI, predict the reaction product. The product is: [C:1]([O:5][C:6]([N:8]1[CH2:9][CH2:10][N:11]([C:14]2[CH:15]=[CH:16][CH:17]=[C:18]3[C:23]=2[N:22]([CH3:25])[C:21](=[O:24])[CH2:20][CH2:19]3)[CH2:12][CH2:13]1)=[O:7])([CH3:4])([CH3:2])[CH3:3].